From a dataset of Catalyst prediction with 721,799 reactions and 888 catalyst types from USPTO. Predict which catalyst facilitates the given reaction. (1) Reactant: [CH3:1][N:2]1[CH2:7][CH2:6][N:5]([C:8]2[CH:9]=[CH:10][C:11]([O:17][CH2:18][C:19]3[CH:24]=[CH:23][CH:22]=[CH:21][CH:20]=3)=[C:12]([CH:16]=2)[C:13](O)=[O:14])[CH2:4][CH2:3]1.[N:25]1[CH:30]=[CH:29][CH:28]=[C:27]([NH2:31])[CH:26]=1.C(Cl)CCl.C1C=CC2N(O)N=NC=2C=1.C(N(CC)CC)C. Product: [CH3:1][N:2]1[CH2:3][CH2:4][N:5]([C:8]2[CH:9]=[CH:10][C:11]([O:17][CH2:18][C:19]3[CH:24]=[CH:23][CH:22]=[CH:21][CH:20]=3)=[C:12]([CH:16]=2)[C:13]([NH:31][C:27]2[CH:26]=[N:25][CH:30]=[CH:29][CH:28]=2)=[O:14])[CH2:6][CH2:7]1. The catalyst class is: 3. (2) Reactant: [CH2:1]1[CH2:5][O:4][CH2:3][CH2:2]1.[H-].[Li+].[O:8]1[C:12]2([CH2:17][CH2:16][C:15](=O)[CH2:14][CH2:13]2)[O:11][CH2:10][CH2:9]1.C[OH:20]. Product: [O:8]1[C:12]2([CH2:17][CH2:16][C:15](=[CH:2][C:3]([O:4][CH2:5][CH3:1])=[O:20])[CH2:14][CH2:13]2)[O:11][CH2:10][CH2:9]1. The catalyst class is: 6. (3) Reactant: [C:1]1([S:7]([N:10]2[CH2:16][CH2:15][CH:14]([NH2:17])[CH2:13][C:12]3[CH:18]=[CH:19][CH:20]=[CH:21][C:11]2=3)(=[O:9])=[O:8])[CH:6]=[CH:5][CH:4]=[CH:3][CH:2]=1.Cl[C:23]1[N:28]=[C:27]([NH2:29])[N:26]=[C:25]2[NH:30][N:31]=[CH:32][C:24]=12.C(N(C(C)C)CC)(C)C.O. Product: [C:1]1([S:7]([N:10]2[CH2:16][CH2:15][CH:14]([NH:17][C:23]3[N:28]=[C:27]([NH2:29])[N:26]=[C:25]4[NH:30][N:31]=[CH:32][C:24]=34)[CH2:13][C:12]3[CH:18]=[CH:19][CH:20]=[CH:21][C:11]2=3)(=[O:8])=[O:9])[CH:6]=[CH:5][CH:4]=[CH:3][CH:2]=1. The catalyst class is: 44. (4) Reactant: [CH2:1]([O:8][C:9]1[CH:10]=[C:11]([CH:17]=[C:18]([O:20][CH2:21][CH2:22][CH2:23][O:24][CH3:25])[CH:19]=1)[CH2:12][NH:13][CH:14]1[CH2:16][CH2:15]1)[C:2]1[CH:7]=[CH:6][CH:5]=[CH:4][CH:3]=1.C(N(CC)CC)C.[C:33](O[C:33]([O:35][C:36]([CH3:39])([CH3:38])[CH3:37])=[O:34])([O:35][C:36]([CH3:39])([CH3:38])[CH3:37])=[O:34].[Cl-].[NH4+]. Product: [CH2:1]([O:8][C:9]1[CH:10]=[C:11]([CH:17]=[C:18]([O:20][CH2:21][CH2:22][CH2:23][O:24][CH3:25])[CH:19]=1)[CH2:12][N:13]([CH:14]1[CH2:15][CH2:16]1)[C:33](=[O:34])[O:35][C:36]([CH3:39])([CH3:38])[CH3:37])[C:2]1[CH:3]=[CH:4][CH:5]=[CH:6][CH:7]=1. The catalyst class is: 4. (5) The catalyst class is: 2. Product: [C:1]([O:5][C:6](=[O:26])[NH:7][C:8]1([C:20]2[CH:21]=[CH:22][CH:23]=[CH:24][CH:25]=2)[C:15](=[O:16])[N:14]2[CH:10]([S:11][CH2:12][CH:13]2[C:17]#[N:18])[CH2:9]1)([CH3:4])([CH3:2])[CH3:3]. Reactant: [C:1]([O:5][C:6](=[O:26])[NH:7][C:8]1([C:20]2[CH:25]=[CH:24][CH:23]=[CH:22][CH:21]=2)[C:15](=[O:16])[N:14]2[CH:10]([S:11][CH2:12][CH:13]2[C:17](=O)[NH2:18])[CH2:9]1)([CH3:4])([CH3:3])[CH3:2].C(OC(C(F)(F)F)=O)(C(F)(F)F)=O.CCN(CC)CC. (6) Reactant: Cl.[NH2:2][C:3]1[CH:4]=[N:5][C:6]2[C:11]([C:12]=1[OH:13])=[CH:10][CH:9]=[C:8]([O:14][CH2:15][C:16]1[CH:21]=[CH:20][CH:19]=[CH:18][CH:17]=1)[CH:7]=2.C(N(CC)CC)C.[C:29](Cl)(=[O:32])[CH2:30][CH3:31].O. Product: [CH2:15]([O:14][C:8]1[CH:7]=[C:6]2[C:11]([C:12]([OH:13])=[C:3]([NH:2][C:29](=[O:32])[CH2:30][CH3:31])[CH:4]=[N:5]2)=[CH:10][CH:9]=1)[C:16]1[CH:17]=[CH:18][CH:19]=[CH:20][CH:21]=1. The catalyst class is: 4. (7) Reactant: C([O:9][C:10]1([CH2:13][N:14]2[C:22]3[C:17](=[C:18]([Cl:23])[CH:19]=[CH:20][CH:21]=3)[C:16]([C:24](=[O:35])[NH:25][CH2:26][CH:27]3[CH2:32][CH2:31][C:30]([F:34])([F:33])[CH2:29][CH2:28]3)=[CH:15]2)[CH2:12][CH2:11]1)(=O)C1C=CC=CC=1.[OH-].[Na+]. Product: [Cl:23][C:18]1[CH:19]=[CH:20][CH:21]=[C:22]2[C:17]=1[C:16]([C:24]([NH:25][CH2:26][CH:27]1[CH2:32][CH2:31][C:30]([F:33])([F:34])[CH2:29][CH2:28]1)=[O:35])=[CH:15][N:14]2[CH2:13][C:10]1([OH:9])[CH2:11][CH2:12]1. The catalyst class is: 8.